This data is from TCR-epitope binding with 47,182 pairs between 192 epitopes and 23,139 TCRs. The task is: Binary Classification. Given a T-cell receptor sequence (or CDR3 region) and an epitope sequence, predict whether binding occurs between them. The epitope is FPRPWLHGL. The TCR CDR3 sequence is CASSGVQLLPGELFF. Result: 0 (the TCR does not bind to the epitope).